Dataset: Full USPTO retrosynthesis dataset with 1.9M reactions from patents (1976-2016). Task: Predict the reactants needed to synthesize the given product. (1) Given the product [CH3:25][N:17]([CH2:16][C:4]1[S:5][C:6]([S:7]([C:10]2[CH:15]=[CH:14][CH:13]=[CH:12][CH:11]=2)(=[O:9])=[O:8])=[C:2]([C:28]2[N:27]([CH3:26])[CH:31]=[CH:30][N:29]=2)[CH:3]=1)[C:18](=[O:24])[O:19][C:20]([CH3:23])([CH3:22])[CH3:21], predict the reactants needed to synthesize it. The reactants are: Br[C:2]1[CH:3]=[C:4]([CH2:16][N:17]([CH3:25])[C:18](=[O:24])[O:19][C:20]([CH3:23])([CH3:22])[CH3:21])[S:5][C:6]=1[S:7]([C:10]1[CH:15]=[CH:14][CH:13]=[CH:12][CH:11]=1)(=[O:9])=[O:8].[CH3:26][N:27]1[CH:31]=[CH:30][N:29]=[C:28]1[Sn](CCCC)(CCCC)CCCC. (2) Given the product [CH2:48]([N:43]([CH2:44][CH2:45][CH2:46][CH3:47])[C:42]([C:3]1[C:2]([Cl:1])=[C:6]([CH3:7])[N:5]([C:8]2[CH:16]=[CH:15][C:14]([C:17](=[O:41])[NH:18][S:19]([C:22]3[CH:31]=[CH:30][C:29]4[C:24](=[C:25]([O:32][CH2:33][CH2:34][N:35]5[CH2:40][CH2:39][O:38][CH2:37][CH2:36]5)[CH:26]=[CH:27][CH:28]=4)[CH:23]=3)(=[O:21])=[O:20])=[CH:13][C:9]=2[C:10]([N:54]2[C@H:55]([CH2:63][N:64]3[CH2:69][CH2:68][O:67][CH2:66][CH2:65]3)[CH2:56][C:57]3[C:62](=[CH:61][CH:60]=[CH:59][CH:58]=3)[CH2:53]2)=[O:11])[N:4]=1)=[O:52])[CH2:49][CH2:50][CH3:51], predict the reactants needed to synthesize it. The reactants are: [Cl:1][C:2]1[C:3]([C:42](=[O:52])[N:43]([CH2:48][CH2:49][CH2:50][CH3:51])[CH2:44][CH2:45][CH2:46][CH3:47])=[N:4][N:5]([C:8]2[CH:16]=[CH:15][C:14]([C:17](=[O:41])[NH:18][S:19]([C:22]3[CH:31]=[CH:30][C:29]4[C:24](=[C:25]([O:32][CH2:33][CH2:34][N:35]5[CH2:40][CH2:39][O:38][CH2:37][CH2:36]5)[CH:26]=[CH:27][CH:28]=4)[CH:23]=3)(=[O:21])=[O:20])=[CH:13][C:9]=2[C:10](O)=[O:11])[C:6]=1[CH3:7].[CH2:53]1[C:62]2[C:57](=[CH:58][CH:59]=[CH:60][CH:61]=2)[CH2:56][C@@H:55]([CH2:63][N:64]2[CH2:69][CH2:68][O:67][CH2:66][CH2:65]2)[NH:54]1. (3) Given the product [F:1][C:2]1[CH:3]=[CH:4][C:5]([C:8]2[N:12]=[N:11][N:10]([CH3:13])[C:9]=2[CH2:14][O:15][C:17]2[N:22]=[CH:21][C:20]3[C:23](=[O:29])[N:24]([CH:26]([CH3:27])[CH3:28])[CH2:25][C:19]=3[CH:18]=2)=[CH:6][CH:7]=1, predict the reactants needed to synthesize it. The reactants are: [F:1][C:2]1[CH:7]=[CH:6][C:5]([C:8]2[N:12]=[N:11][N:10]([CH3:13])[C:9]=2[CH2:14][OH:15])=[CH:4][CH:3]=1.O[C:17]1[N:22]=[CH:21][C:20]2[C:23](=[O:29])[N:24]([CH:26]([CH3:28])[CH3:27])[CH2:25][C:19]=2[CH:18]=1.C1(P(C2C=CC=CC=2)C2C=CC=CC=2)C=CC=CC=1.N(C(OCC)=O)=NC(OCC)=O. (4) Given the product [C:42]([C:46]1[N:50]=[C:49]([C:34]([N:29]2[CH2:28][C:27]3[C:31](=[CH:32][CH:33]=[C:25]([C:2]4[CH:7]=[CH:6][N:5]=[C:4]5[NH:8][C:9]([C:11]6[CH:12]=[N:13][N:14]([CH3:16])[CH:15]=6)=[N:10][C:3]=45)[CH:26]=3)[CH2:30]2)=[O:36])[O:48][N:47]=1)([CH3:45])([CH3:44])[CH3:43], predict the reactants needed to synthesize it. The reactants are: Br[C:2]1[CH:7]=[CH:6][N:5]=[C:4]2[NH:8][C:9]([C:11]3[CH:12]=[N:13][N:14]([CH3:16])[CH:15]=3)=[N:10][C:3]=12.CC1(C)C(C)(C)OB([C:25]2[CH:26]=[C:27]3[C:31](=[CH:32][CH:33]=2)[CH2:30][N:29]([C:34]([O:36]C(C)(C)C)=O)[CH2:28]3)O1.[C:42]([C:46]1[N:50]=[C:49](C(O)=O)[O:48][N:47]=1)([CH3:45])([CH3:44])[CH3:43]. (5) Given the product [F:1][C:2]1[CH:7]=[CH:6][C:5]([CH:8]([OH:37])[C:9]2[CH:10]=[C:11]([CH:33]=[CH:34][C:35]=2[OH:36])[CH2:12][N:13]2[C:21]3[C:16](=[C:17]([NH:23][C:24](=[O:31])[CH2:25][C:26]([OH:28])=[O:27])[CH:18]=[CH:19][C:20]=3[CH3:22])[CH:15]=[C:14]2[CH3:32])=[CH:4][CH:3]=1, predict the reactants needed to synthesize it. The reactants are: [F:1][C:2]1[CH:7]=[CH:6][C:5]([CH:8]([OH:37])[C:9]2[CH:10]=[C:11]([CH:33]=[CH:34][C:35]=2[OH:36])[CH2:12][N:13]2[C:21]3[C:16](=[C:17]([NH:23][C:24](=[O:31])[CH2:25][C:26]([O:28]CC)=[O:27])[CH:18]=[CH:19][C:20]=3[CH3:22])[CH:15]=[C:14]2[CH3:32])=[CH:4][CH:3]=1.[OH-].[Na+].Cl. (6) Given the product [CH3:1][O:2][C:3]1[CH:8]=[CH:7][C:6]([N+:9]([O-:11])=[O:10])=[CH:5][C:4]=1[O:12][CH2:15][CH2:16][N:17]1[CH2:22][CH2:21][O:20][CH2:19][CH2:18]1, predict the reactants needed to synthesize it. The reactants are: [CH3:1][O:2][C:3]1[CH:8]=[CH:7][C:6]([N+:9]([O-:11])=[O:10])=[CH:5][C:4]=1[OH:12].Cl.Cl[CH2:15][CH2:16][N:17]1[CH2:22][CH2:21][O:20][CH2:19][CH2:18]1. (7) Given the product [F:1][C:2]1[CH:3]=[CH:4][CH2:5][CH:6]2[C:11]=1[N:10]1[CH2:12][CH2:13][CH2:14][CH:9]1[CH2:8][N:7]2[CH2:15][CH2:16][NH2:18], predict the reactants needed to synthesize it. The reactants are: [F:1][C:2]1[CH:3]=[CH:4][CH2:5][CH:6]2[C:11]=1[N:10]1[CH2:12][CH2:13][CH2:14][CH:9]1[CH2:8][N:7]2[CH2:15][C:16]([NH2:18])=O.B.C1COCC1.CO. (8) Given the product [CH3:27][C:22]1[C:21]([C:4]2[C:5]3[O:10][CH2:9][CH:8]([C:11]4[CH:16]=[CH:15][CH:14]=[CH:13][CH:12]=4)[N:7]4[C:17](=[O:20])[NH:18][C:19]([C:6]=34)=[C:2]([C:28]3[CH:33]=[CH:32][CH:31]=[CH:30][CH:29]=3)[CH:3]=2)=[C:25]([CH3:26])[O:24][N:23]=1, predict the reactants needed to synthesize it. The reactants are: Br[C:2]1[CH:3]=[C:4]([C:21]2[C:22]([CH3:27])=[N:23][O:24][C:25]=2[CH3:26])[C:5]2[O:10][CH2:9][CH:8]([C:11]3[CH:16]=[CH:15][CH:14]=[CH:13][CH:12]=3)[N:7]3[C:17](=[O:20])[NH:18][C:19]=1[C:6]=23.[C:28]1(B(O)O)[CH:33]=[CH:32][CH:31]=[CH:30][CH:29]=1.C(Cl)Cl.C(=O)([O-])[O-].[K+].[K+].